From a dataset of Forward reaction prediction with 1.9M reactions from USPTO patents (1976-2016). Predict the product of the given reaction. The product is: [C:1]([NH:4][C:5]1[CH:6]=[C:7]2[C:11](=[CH:12][C:13]=1[Br:14])[CH:10]([NH:16][C:17]1[CH:29]=[CH:28][C:20]([C:21]([O:23][C:24]([CH3:26])([CH3:27])[CH3:25])=[O:22])=[C:19]([F:30])[CH:18]=1)[CH2:9][CH2:8]2)(=[O:3])[CH3:2]. Given the reactants [C:1]([NH:4][C:5]1[CH:6]=[C:7]2[C:11](=[CH:12][C:13]=1[Br:14])[C:10](=O)[CH2:9][CH2:8]2)(=[O:3])[CH3:2].[NH2:16][C:17]1[CH:29]=[CH:28][C:20]([C:21]([O:23][C:24]([CH3:27])([CH3:26])[CH3:25])=[O:22])=[C:19]([F:30])[CH:18]=1.[B][B][B][B][B][B][B][B][B][B], predict the reaction product.